Dataset: Full USPTO retrosynthesis dataset with 1.9M reactions from patents (1976-2016). Task: Predict the reactants needed to synthesize the given product. (1) Given the product [Br:1][C:2]1[CH:7]=[CH:6][N:5]([CH2:10][C@@H:11]([N:16]2[C:17](=[O:26])[C:18]3[C:23](=[CH:22][CH:21]=[CH:20][CH:19]=3)[C:24]2=[O:25])[CH2:12][CH:13]([CH3:14])[CH3:15])[C:4](=[O:8])[CH:3]=1, predict the reactants needed to synthesize it. The reactants are: [Br:1][C:2]1[CH:7]=[CH:6][N:5]=[C:4]([OH:8])[CH:3]=1.O[CH2:10][C@@H:11]([N:16]1[C:24](=[O:25])[C:23]2[C:18](=[CH:19][CH:20]=[CH:21][CH:22]=2)[C:17]1=[O:26])[CH2:12][CH:13]([CH3:15])[CH3:14].C1(P(C2C=CC=CC=2)C2C=CC=CC=2)C=CC=CC=1.CCOC(/N=N/C(OCC)=O)=O. (2) Given the product [NH2:1][C:2]1[C:6]2[C:7](=[O:19])[N:8]([CH:12]([CH:16]([CH3:18])[CH3:17])[C:13]([NH2:21])=[O:14])[CH:9]=[C:10]([Br:11])[C:5]=2[NH:4][N:3]=1, predict the reactants needed to synthesize it. The reactants are: [NH2:1][C:2]1[C:6]2[C:7](=[O:19])[N:8]([CH:12]([CH:16]([CH3:18])[CH3:17])[C:13](O)=[O:14])[CH:9]=[C:10]([Br:11])[C:5]=2[NH:4][N:3]=1.[NH4+].[N:21]1(O)C2C=CC=CC=2N=N1.C(N(CC)CC)C.Cl.CN(C)CCCN=C=NCC.